Dataset: Catalyst prediction with 721,799 reactions and 888 catalyst types from USPTO. Task: Predict which catalyst facilitates the given reaction. (1) Reactant: S(O)(O)(=O)=O.[NH2:6][C:7]1[NH:8][CH:9]=[CH:10][N:11]=1.C(=O)([O-])[O-].[K+].[K+].Cl.Cl[CH2:20][CH2:21][N:22]1[CH2:27][CH2:26][CH2:25][CH2:24][CH2:23]1. Product: [N:22]1([CH2:21][CH2:20][N:8]2[CH:9]=[CH:10][N:11]=[C:7]2[NH2:6])[CH2:27][CH2:26][CH2:25][CH2:24][CH2:23]1. The catalyst class is: 3. (2) Reactant: [CH3:1][C:2]1([CH3:30])[C:10]2[N:9]=[N:8][C:7]([C:11]3[C:19]4[C:14](=[N:15][C:16]([CH3:20])=[CH:17][CH:18]=4)[N:13](COCC[Si](C)(C)C)[N:12]=3)=[N:6][C:5]=2[NH:4][C:3]1=[O:29]. Product: [CH3:1][C:2]1([CH3:30])[C:10]2[N:9]=[N:8][C:7]([C:11]3[C:19]4[C:14](=[N:15][C:16]([CH3:20])=[CH:17][CH:18]=4)[NH:13][N:12]=3)=[N:6][C:5]=2[NH:4][C:3]1=[O:29]. The catalyst class is: 281. (3) The catalyst class is: 5. Product: [ClH:33].[CH3:1][C:2]1[CH:7]=[C:6]([O:8][C:9]([F:10])([F:11])[F:12])[CH:5]=[CH:4][C:3]=1[C:13]1[CH:18]=[CH:17][N:16]([C:19]2[CH:24]=[CH:23][C:22]3[C:25]4[CH2:26][NH:27][CH2:28][CH2:29][C:30]=4[O:31][C:21]=3[CH:20]=2)[C:15](=[O:32])[CH:14]=1. Reactant: [CH3:1][C:2]1[CH:7]=[C:6]([O:8][C:9]([F:12])([F:11])[F:10])[CH:5]=[CH:4][C:3]=1[C:13]1[CH:18]=[CH:17][N:16]([C:19]2[CH:24]=[CH:23][C:22]3[C:25]4[CH2:26][NH:27][CH2:28][CH2:29][C:30]=4[O:31][C:21]=3[CH:20]=2)[C:15](=[O:32])[CH:14]=1.[ClH:33].CCOCC. (4) Reactant: [Br:1][C:2]1[C:3](Cl)=[N:4][CH:5]=[C:6]([CH:10]=1)[C:7]([OH:9])=[O:8].[CH:12]1([OH:16])[CH2:15][CH2:14][CH2:13]1.[OH-].[K+].Cl. Product: [Br:1][C:2]1[C:3]([O:16][CH:12]2[CH2:15][CH2:14][CH2:13]2)=[N:4][CH:5]=[C:6]([CH:10]=1)[C:7]([OH:9])=[O:8]. The catalyst class is: 58.